From a dataset of Full USPTO retrosynthesis dataset with 1.9M reactions from patents (1976-2016). Predict the reactants needed to synthesize the given product. (1) Given the product [CH2:15]([N:1]1[CH2:5][CH2:4][C@H:3]([NH:6][C:7](=[O:13])[O:8][C:9]([CH3:10])([CH3:12])[CH3:11])[CH2:2]1)[CH3:16], predict the reactants needed to synthesize it. The reactants are: [NH:1]1[CH2:5][CH2:4][C@H:3]([NH:6][C:7](=[O:13])[O:8][C:9]([CH3:12])([CH3:11])[CH3:10])[CH2:2]1.I[CH2:15][CH3:16].C(=O)([O-])[O-].[K+].[K+]. (2) Given the product [CH2:1]([O:8][C:9]([N:11]1[CH2:16][CH2:15][N:14]([CH:17]2[CH2:22][CH2:21][N:20]([C:23]3[CH:28]=[CH:27][C:26]([NH2:29])=[C:25]([O:32][CH3:33])[CH:24]=3)[CH2:19][CH2:18]2)[CH2:13][CH2:12]1)=[O:10])[C:2]1[CH:7]=[CH:6][CH:5]=[CH:4][CH:3]=1, predict the reactants needed to synthesize it. The reactants are: [CH2:1]([O:8][C:9]([N:11]1[CH2:16][CH2:15][N:14]([CH:17]2[CH2:22][CH2:21][N:20]([C:23]3[CH:28]=[CH:27][C:26]([N+:29]([O-])=O)=[C:25]([O:32][CH3:33])[CH:24]=3)[CH2:19][CH2:18]2)[CH2:13][CH2:12]1)=[O:10])[C:2]1[CH:7]=[CH:6][CH:5]=[CH:4][CH:3]=1.C(O)(=O)C.